Dataset: Catalyst prediction with 721,799 reactions and 888 catalyst types from USPTO. Task: Predict which catalyst facilitates the given reaction. (1) Reactant: [CH3:1][NH:2][C:3]([C:5]1[CH:6]=[C:7]([CH:18]=[CH:19][C:20]=1[O:21][CH3:22])[O:8][C:9]1[CH:14]=[CH:13][C:12]([N+:15]([O-])=O)=[CH:11][CH:10]=1)=[O:4]. Product: [CH3:1][NH:2][C:3]([C:5]1[CH:6]=[C:7]([CH:18]=[CH:19][C:20]=1[O:21][CH3:22])[O:8][C:9]1[CH:14]=[CH:13][C:12]([NH2:15])=[CH:11][CH:10]=1)=[O:4]. The catalyst class is: 50. (2) Reactant: C([O-])(=O)C.[OH-].[K+].[Br-:7].[CH3:8][C:9]([CH2:14][CH2:15]/[CH:16]=[C:17](\[CH3:24])/[CH2:18][CH2:19][CH:20]=[C:21]([CH3:23])[CH3:22])=[CH:10][CH2:11][CH2:12]O. Product: [Br:7][CH2:12][CH2:11]/[CH:10]=[C:9](\[CH3:8])/[CH2:14][CH2:15][CH:16]=[C:17]([CH3:24])[CH2:18][CH2:19][CH:20]=[C:21]([CH3:23])[CH3:22]. The catalyst class is: 467. (3) Product: [CH:1]([O:4][C:5]1[N:13]=[CH:12][CH:11]=[CH:10][C:6]=1[C:7]#[N:9])([CH3:3])[CH3:2]. The catalyst class is: 22. Reactant: [CH:1]([O:4][C:5]1[N:13]=[CH:12][CH:11]=[CH:10][C:6]=1[C:7]([NH2:9])=O)([CH3:3])[CH3:2].C(N(CC)CC)C.ClC(Cl)(Cl)C(Cl)=O.C(=O)([O-])O.[Na+]. (4) Reactant: C(O[C:6]([N:8]1[CH2:13][CH2:12][N:11]([C:14]2[C:23]3[C:18](=[CH:19][C:20]([Cl:24])=[CH:21][CH:22]=3)[N:17]=[C:16]([NH:25][CH2:26][CH2:27][CH2:28][CH2:29][CH3:30])[CH:15]=2)[CH2:10][CH2:9]1)=[O:7])(C)(C)C.[C:31](O)([C:33]([F:36])(F)F)=O. Product: [Cl:24][C:20]1[CH:19]=[C:18]2[C:23]([C:14]([N:11]3[CH2:10][CH2:9][N:8]([C:6]([NH:11][C:14]4[CH:23]=[CH:31][C:33]([F:36])=[CH:16][CH:15]=4)=[O:7])[CH2:13][CH2:12]3)=[CH:15][C:16]([NH:25][CH2:26][CH2:27][CH2:28][CH2:29][CH3:30])=[N:17]2)=[CH:22][CH:21]=1. The catalyst class is: 2. (5) Reactant: [NH2:1][S:2]([N:5]([CH2:13][C@@H:14]1[CH2:18][C@@H:17]([O:19][C:20]2[CH:25]=[C:24]([NH:26][C@@H:27]3[C:35]4[C:30](=[CH:31][CH:32]=[CH:33][CH:34]=4)[CH2:29][C@@H:28]3[O:36][CH3:37])[N:23]=[CH:22][N:21]=2)[CH2:16][C@@H:15]1[O:38][Si](C(C)(C)C)(C)C)[C:6](=[O:12])[O:7][C:8]([CH3:11])([CH3:10])[CH3:9])(=[O:4])=[O:3].C1COCC1.F.N1C=CC=CC=1. Product: [NH2:1][S:2]([N:5]([CH2:13][C@@H:14]1[CH2:18][C@@H:17]([O:19][C:20]2[CH:25]=[C:24]([NH:26][C@@H:27]3[C:35]4[C:30](=[CH:31][CH:32]=[CH:33][CH:34]=4)[CH2:29][C@@H:28]3[O:36][CH3:37])[N:23]=[CH:22][N:21]=2)[CH2:16][C@@H:15]1[OH:38])[C:6](=[O:12])[O:7][C:8]([CH3:10])([CH3:11])[CH3:9])(=[O:3])=[O:4]. The catalyst class is: 17. (6) Reactant: ClC(Cl)(O[C:5](=[O:11])OC(Cl)(Cl)Cl)Cl.Cl.[NH:14]1[CH2:18][CH2:17][CH2:16][C@H:15]1[C:19]#[N:20].C(N(CC)CC)C.[NH2:28][CH2:29][CH2:30][NH:31][C:32]1[CH:37]=[CH:36][C:35]([N+:38]([O-:40])=[O:39])=[CH:34][N:33]=1. Product: [C:19]([C@@H:15]1[CH2:16][CH2:17][CH2:18][N:14]1[C:5]([NH:28][CH2:29][CH2:30][NH:31][C:32]1[CH:37]=[CH:36][C:35]([N+:38]([O-:40])=[O:39])=[CH:34][N:33]=1)=[O:11])#[N:20]. The catalyst class is: 61.